Dataset: Full USPTO retrosynthesis dataset with 1.9M reactions from patents (1976-2016). Task: Predict the reactants needed to synthesize the given product. (1) Given the product [C:34]([N:31]1[CH2:30][CH2:29][CH:28]([NH:27][C:25]([C:21]2[C:17]3=[N:18][CH:19]=[CH:20][C:15]([C:8]4[CH:9]=[C:10]([O:13][CH3:14])[CH:11]=[CH:12][C:7]=4[O:6][CH2:5][CH:2]4[CH2:4][CH2:3]4)=[C:16]3[NH:23][C:22]=2[CH3:24])=[O:26])[CH2:33][CH2:32]1)(=[O:36])[CH3:35], predict the reactants needed to synthesize it. The reactants are: Cl.[CH:2]1([CH2:5][O:6][C:7]2[CH:12]=[CH:11][C:10]([O:13][CH3:14])=[CH:9][C:8]=2[C:15]2[CH:20]=[CH:19][N:18]=[C:17]3[C:21]([C:25]([NH:27][CH:28]4[CH2:33][CH2:32][NH:31][CH2:30][CH2:29]4)=[O:26])=[C:22]([CH3:24])[NH:23][C:16]=23)[CH2:4][CH2:3]1.[C:34](Cl)(=[O:36])[CH3:35]. (2) Given the product [CH:4]([C:7]1[N:8]([CH2:12][CH2:13][NH2:14])[CH:9]=[CH:10][N:11]=1)([CH3:6])[CH3:5], predict the reactants needed to synthesize it. The reactants are: O.NN.[CH:4]([C:7]1[N:8]([CH2:12][CH2:13][N:14]2C(=O)C3C(=CC=CC=3)C2=O)[CH:9]=[CH:10][N:11]=1)([CH3:6])[CH3:5]. (3) Given the product [CH3:1][O:2][CH2:3][CH2:4][O:5][CH2:6][CH2:7][O:8][CH2:9][CH2:10][S:11][C:12]1[S:13][C:14](=[C:28]2[S:29][C:30]3=[CH:34][NH:33][CH:32]=[C:31]3[S:45]2)[S:15][C:16]=1[S:17][CH2:18][CH2:19][O:20][CH2:21][CH2:22][O:23][CH2:24][CH2:25][O:26][CH3:27], predict the reactants needed to synthesize it. The reactants are: [CH3:1][O:2][CH2:3][CH2:4][O:5][CH2:6][CH2:7][O:8][CH2:9][CH2:10][S:11][C:12]1[S:13][C:14](=[C:28]2[S:45][C:31]3=[CH:32][N:33](S(C4C=CC(C)=CC=4)(=O)=O)[CH:34]=[C:30]3[S:29]2)[S:15][C:16]=1[S:17][CH2:18][CH2:19][O:20][CH2:21][CH2:22][O:23][CH2:24][CH2:25][O:26][CH3:27].CO.O. (4) Given the product [Cl:40][C:36]1[C:37]([CH3:39])=[CH:38][C:33]([S:30]([NH:29][C:25]2[CH:24]=[C:23]([C:20]3[CH:21]=[CH:22][C:17]([CH:15]([NH:14][C@@H:7]([CH2:8][OH:9])[C:6]([OH:42])=[O:5])[CH3:16])=[CH:18][CH:19]=3)[CH:28]=[CH:27][CH:26]=2)(=[O:31])=[O:32])=[C:34]([CH3:41])[CH:35]=1, predict the reactants needed to synthesize it. The reactants are: C([O:5][C:6](=[O:42])[C@@H:7]([NH:14][CH:15]([C:17]1[CH:22]=[CH:21][C:20]([C:23]2[CH:28]=[CH:27][CH:26]=[C:25]([NH:29][S:30]([C:33]3[CH:38]=[C:37]([CH3:39])[C:36]([Cl:40])=[CH:35][C:34]=3[CH3:41])(=[O:32])=[O:31])[CH:24]=2)=[CH:19][CH:18]=1)[CH3:16])[CH2:8][O:9]C(C)(C)C)(C)(C)C.C(O)(C(F)(F)F)=O. (5) Given the product [NH2:15][C:10]1[N:11]=[C:12]([CH3:14])[N:13]=[C:8]([C:7]2[C:2]([NH:61][C:59]3[CH:58]=[CH:57][C:56]4[NH:52][CH:53]=[N:54][C:55]=4[CH:60]=3)=[N:3][CH:4]=[C:5]([CH2:34][N:35]3[CH2:36][CH2:37][N:38]([S:41]([CH3:44])(=[O:42])=[O:43])[CH2:39][CH2:40]3)[CH:6]=2)[N:9]=1, predict the reactants needed to synthesize it. The reactants are: F[C:2]1[C:7]([C:8]2[N:13]=[C:12]([CH3:14])[N:11]=[C:10]([N:15](CC3C=CC(OC)=CC=3)CC3C=CC(OC)=CC=3)[N:9]=2)=[CH:6][C:5]([CH2:34][N:35]2[CH2:40][CH2:39][N:38]([S:41]([CH3:44])(=[O:43])=[O:42])[CH2:37][CH2:36]2)=[CH:4][N:3]=1.COC1C=CC(C[N:52]2[C:56]3[CH:57]=[CH:58][C:59]([NH2:61])=[CH:60][C:55]=3[N:54]=[CH:53]2)=CC=1.COC1C=CC(CN2C3C=C(N)C=CC=3N=C2)=CC=1. (6) Given the product [CH3:37][C:38]([C:33]([CH3:32])=[O:35])=[O:39].[OH:35][C:33]([C:4]1[C:5]([F:8])=[CH:6][CH:7]=[C:2]([F:1])[C:3]=1[F:9])([CH3:32])[C:38](=[O:39])[CH3:37], predict the reactants needed to synthesize it. The reactants are: [F:1][C:2]1[CH:7]=[CH:6][C:5]([F:8])=[CH:4][C:3]=1[F:9].C(NC(C)C)(C)C.[Li]CCCC.FC1C(F)=C(F)C=CC=1.[Li].[CH3:32][C:33]([OH:35])=O.C1C[O:39][CH2:38][CH2:37]1.